This data is from Catalyst prediction with 721,799 reactions and 888 catalyst types from USPTO. The task is: Predict which catalyst facilitates the given reaction. (1) Reactant: Cl[C:2]([O:4][CH2:5][Cl:6])=[O:3].[CH3:7][O:8][CH2:9][CH2:10][O:11][CH2:12][CH2:13][O:14][CH2:15][CH2:16][OH:17].N1C=CC=CC=1. Product: [C:2](=[O:3])([O:17][CH2:16][CH2:15][O:14][CH2:13][CH2:12][O:11][CH2:10][CH2:9][O:8][CH3:7])[O:4][CH2:5][Cl:6]. The catalyst class is: 4. (2) Reactant: [NH2:1][C:2]1[C:3]([C:9]([OH:11])=O)=[N:4][C:5]([Br:8])=[CH:6][N:7]=1.[NH2:12][C:13]1[CH:14]=[N:15][CH:16]=[CH:17][CH:18]=1.CN(C(ON1N=NC2C=CC=NC1=2)=[N+](C)C)C.F[P-](F)(F)(F)(F)F. Product: [NH2:1][C:2]1[C:3]([C:9]([NH:12][C:13]2[CH:14]=[N:15][CH:16]=[CH:17][CH:18]=2)=[O:11])=[N:4][C:5]([Br:8])=[CH:6][N:7]=1. The catalyst class is: 3. (3) Reactant: [C:1]([O:5][C:6]([N:8]1[C:13](=[O:14])[CH2:12][CH:11]([CH3:15])[C:10]([C:16]2[CH:21]=[CH:20][C:19]([O:22][CH2:23][CH2:24][O:25][Si](C(C)(C)C)(C3C=CC=CC=3)C3C=CC=CC=3)=[CH:18][CH:17]=2)=[N:9]1)=[O:7])([CH3:4])([CH3:3])[CH3:2].[F-].C([N+](CCCC)(CCCC)CCCC)CCC.O. Product: [C:1]([O:5][C:6]([N:8]1[C:13](=[O:14])[CH2:12][CH:11]([CH3:15])[C:10]([C:16]2[CH:21]=[CH:20][C:19]([O:22][CH2:23][CH2:24][OH:25])=[CH:18][CH:17]=2)=[N:9]1)=[O:7])([CH3:4])([CH3:3])[CH3:2]. The catalyst class is: 1. (4) Reactant: [OH:1][CH2:2][C:3]([CH2:8][OH:9])([CH3:7])[C:4]([OH:6])=[O:5].[CH2:10](Br)[C:11]1[CH:16]=[CH:15][CH:14]=[CH:13][CH:12]=1.C([O-])([O-])=O.[Cs+].[Cs+]. Product: [OH:1][CH2:2][C:3]([CH2:8][OH:9])([CH3:7])[C:4]([O:6][CH2:10][C:11]1[CH:16]=[CH:15][CH:14]=[CH:13][CH:12]=1)=[O:5]. The catalyst class is: 3.